This data is from CYP3A4 inhibition data for predicting drug metabolism from PubChem BioAssay. The task is: Regression/Classification. Given a drug SMILES string, predict its absorption, distribution, metabolism, or excretion properties. Task type varies by dataset: regression for continuous measurements (e.g., permeability, clearance, half-life) or binary classification for categorical outcomes (e.g., BBB penetration, CYP inhibition). Dataset: cyp3a4_veith. (1) The compound is COc1cccc(-c2nc(N(C)C)c3ccccc3n2)c1. The result is 1 (inhibitor). (2) The result is 0 (non-inhibitor). The compound is COc1ccc(C(=O)Oc2cc(/C=N/NS(=O)(=O)c3ccc(C)cc3)ccc2OC)cc1. (3) The compound is Cc1nnc(NC(=O)CSc2ncnc3c2cnn3-c2ccccc2C)s1. The result is 0 (non-inhibitor). (4) The molecule is Nc1ncnc2nc(N3CCN(CCO)CC3)[nH]c12. The result is 0 (non-inhibitor). (5) The molecule is COc1cc(S(C)=O)ccc1-c1nc2ncccc2[nH]1. The result is 0 (non-inhibitor). (6) The result is 0 (non-inhibitor). The compound is O=C(O)[C@H]1CCCNC1.